From a dataset of NCI-60 drug combinations with 297,098 pairs across 59 cell lines. Regression. Given two drug SMILES strings and cell line genomic features, predict the synergy score measuring deviation from expected non-interaction effect. Drug 1: CN(C)C1=NC(=NC(=N1)N(C)C)N(C)C. Drug 2: C1=NC(=NC(=O)N1C2C(C(C(O2)CO)O)O)N. Cell line: NCI-H322M. Synergy scores: CSS=0.615, Synergy_ZIP=-0.475, Synergy_Bliss=-0.844, Synergy_Loewe=-11.2, Synergy_HSA=-2.96.